From a dataset of Full USPTO retrosynthesis dataset with 1.9M reactions from patents (1976-2016). Predict the reactants needed to synthesize the given product. Given the product [Cl:21][C:8]1[CH:9]=[C:10]([NH:13][S:14]([C:17]([F:20])([F:19])[F:18])(=[O:16])=[O:15])[CH:11]=[CH:12][C:7]=1[C:5]1[N:6]=[C:2]([C:32]2[CH:31]=[CH:49][N:50]=[C:28]([NH:27][CH:22]3[CH2:23][CH2:24][CH2:25][CH2:26]3)[CH:33]=2)[S:3][CH:4]=1, predict the reactants needed to synthesize it. The reactants are: Br[C:2]1[S:3][CH:4]=[C:5]([C:7]2[CH:12]=[CH:11][C:10]([NH:13][S:14]([C:17]([F:20])([F:19])[F:18])(=[O:16])=[O:15])=[CH:9][C:8]=2[Cl:21])[N:6]=1.[CH:22]1([NH:27][C:28]2C=N[CH:31]=[CH:32][C:33]=2B2OC(C)(C)C(C)(C)O2)[CH2:26][CH2:25][CH2:24][CH2:23]1.C(=O)([O-])[O-].[Na+].[Na+].[CH3:49][N:50](C)C=O.